Dataset: NCI-60 drug combinations with 297,098 pairs across 59 cell lines. Task: Regression. Given two drug SMILES strings and cell line genomic features, predict the synergy score measuring deviation from expected non-interaction effect. (1) Drug 1: C1=CC=C(C=C1)NC(=O)CCCCCCC(=O)NO. Drug 2: CS(=O)(=O)CCNCC1=CC=C(O1)C2=CC3=C(C=C2)N=CN=C3NC4=CC(=C(C=C4)OCC5=CC(=CC=C5)F)Cl. Cell line: M14. Synergy scores: CSS=4.34, Synergy_ZIP=-1.82, Synergy_Bliss=-2.02, Synergy_Loewe=-1.97, Synergy_HSA=-1.73. (2) Drug 1: CNC(=O)C1=CC=CC=C1SC2=CC3=C(C=C2)C(=NN3)C=CC4=CC=CC=N4. Drug 2: CC1CCCC2(C(O2)CC(NC(=O)CC(C(C(=O)C(C1O)C)(C)C)O)C(=CC3=CSC(=N3)C)C)C. Cell line: KM12. Synergy scores: CSS=28.9, Synergy_ZIP=-5.43, Synergy_Bliss=3.04, Synergy_Loewe=4.13, Synergy_HSA=4.30. (3) Drug 2: C1=CC=C(C=C1)NC(=O)CCCCCCC(=O)NO. Drug 1: C1C(C(OC1N2C=NC3=C(N=C(N=C32)Cl)N)CO)O. Synergy scores: CSS=39.9, Synergy_ZIP=-0.832, Synergy_Bliss=3.12, Synergy_Loewe=-0.249, Synergy_HSA=4.48. Cell line: K-562. (4) Drug 1: CCCCC(=O)OCC(=O)C1(CC(C2=C(C1)C(=C3C(=C2O)C(=O)C4=C(C3=O)C=CC=C4OC)O)OC5CC(C(C(O5)C)O)NC(=O)C(F)(F)F)O. Drug 2: C1CCC(C(C1)N)N.C(=O)(C(=O)[O-])[O-].[Pt+4]. Cell line: LOX IMVI. Synergy scores: CSS=68.7, Synergy_ZIP=-9.12, Synergy_Bliss=-14.6, Synergy_Loewe=-12.5, Synergy_HSA=-9.30. (5) Drug 1: CC1=C2C(C(=O)C3(C(CC4C(C3C(C(C2(C)C)(CC1OC(=O)C(C(C5=CC=CC=C5)NC(=O)C6=CC=CC=C6)O)O)OC(=O)C7=CC=CC=C7)(CO4)OC(=O)C)O)C)OC(=O)C. Drug 2: CC(C)CN1C=NC2=C1C3=CC=CC=C3N=C2N. Cell line: SR. Synergy scores: CSS=42.9, Synergy_ZIP=2.40, Synergy_Bliss=4.05, Synergy_Loewe=-8.84, Synergy_HSA=4.23. (6) Drug 1: CN1C(=O)N2C=NC(=C2N=N1)C(=O)N. Drug 2: C1=NC2=C(N1)C(=S)N=CN2. Cell line: HOP-62. Synergy scores: CSS=38.4, Synergy_ZIP=2.77, Synergy_Bliss=0.665, Synergy_Loewe=-29.3, Synergy_HSA=-0.376. (7) Drug 1: CCC1(CC2CC(C3=C(CCN(C2)C1)C4=CC=CC=C4N3)(C5=C(C=C6C(=C5)C78CCN9C7C(C=CC9)(C(C(C8N6C)(C(=O)OC)O)OC(=O)C)CC)OC)C(=O)OC)O.OS(=O)(=O)O. Drug 2: C(CC(=O)O)C(=O)CN.Cl. Cell line: SK-OV-3. Synergy scores: CSS=18.1, Synergy_ZIP=-4.48, Synergy_Bliss=-1.83, Synergy_Loewe=-18.3, Synergy_HSA=-1.86. (8) Drug 1: CC1=CC=C(C=C1)C2=CC(=NN2C3=CC=C(C=C3)S(=O)(=O)N)C(F)(F)F. Drug 2: CC1=C2C(C(=O)C3(C(CC4C(C3C(C(C2(C)C)(CC1OC(=O)C(C(C5=CC=CC=C5)NC(=O)C6=CC=CC=C6)O)O)OC(=O)C7=CC=CC=C7)(CO4)OC(=O)C)O)C)OC(=O)C. Cell line: UACC-257. Synergy scores: CSS=10.5, Synergy_ZIP=2.81, Synergy_Bliss=6.82, Synergy_Loewe=-18.0, Synergy_HSA=1.89. (9) Drug 2: C1=CC(=CC=C1CC(C(=O)O)N)N(CCCl)CCCl.Cl. Cell line: SW-620. Drug 1: CC12CCC3C(C1CCC2=O)CC(=C)C4=CC(=O)C=CC34C. Synergy scores: CSS=60.4, Synergy_ZIP=-1.63, Synergy_Bliss=3.24, Synergy_Loewe=-9.98, Synergy_HSA=1.52.